Dataset: Reaction yield outcomes from USPTO patents with 853,638 reactions. Task: Predict the reaction yield, written as a fraction of the theoretical maximum amount of product (1.0 means a 100% yield; for example, 0.34 means a 34% yield). (1) The reactants are [CH:1]([S:4][C:5]1[CH:13]=[CH:12][C:11]([S:14]([CH3:17])(=[O:16])=[O:15])=[CH:10][C:6]=1[C:7]([OH:9])=O)([CH3:3])[CH3:2].[CH3:18][C:19]1[CH:20]=[CH:21][C:22]([N:25]2[CH2:30][CH2:29][NH:28][CH2:27][CH2:26]2)=[N:23][CH:24]=1. No catalyst specified. The product is [CH:1]([S:4][C:5]1[CH:13]=[CH:12][C:11]([S:14]([CH3:17])(=[O:16])=[O:15])=[CH:10][C:6]=1[C:7]([N:28]1[CH2:29][CH2:30][N:25]([C:22]2[CH:21]=[CH:20][C:19]([CH3:18])=[CH:24][N:23]=2)[CH2:26][CH2:27]1)=[O:9])([CH3:2])[CH3:3]. The yield is 0.240. (2) The reactants are [C:1]([O:5][C:6]([NH:8][CH:9]([C:13]1[CH:18]=[CH:17][CH:16]=[C:15]([F:19])[CH:14]=1)[C:10]([OH:12])=[O:11])=[O:7])([CH3:4])([CH3:3])[CH3:2].C(=NC1CCCCC1)=NC1CCCCC1.N1(O)C2C=CC=CC=2N=N1.[N:45]12[CH2:52][CH2:51][CH:48]([CH2:49][CH2:50]1)[C@@H:47](O)[CH2:46]2. The catalyst is C1COCC1. The product is [C:1]([O:5][C:6]([NH:8][CH:9]([C:13]1[CH:18]=[CH:17][CH:16]=[C:15]([F:19])[CH:14]=1)[C:10]([O:12][C@@H:47]1[CH:48]2[CH2:51][CH2:52][N:45]([CH2:50][CH2:49]2)[CH2:46]1)=[O:11])=[O:7])([CH3:4])([CH3:2])[CH3:3]. The yield is 1.00. (3) The reactants are Br[C:2]1[CH:3]=[C:4]([N+:8]([O-:10])=[O:9])[CH:5]=[CH:6][CH:7]=1.[NH:11]1[CH2:15][CH2:14][CH2:13][CH2:12]1.CC(C)([O-])C.[Na+]. The catalyst is C1(C)C=CC=CC=1. The product is [N+:8]([C:4]1[CH:3]=[C:2]([N:11]2[CH2:15][CH2:14][CH2:13][CH2:12]2)[CH:7]=[CH:6][CH:5]=1)([O-:10])=[O:9]. The yield is 0.790. (4) The reactants are [Br:1][C:2]1[CH:13]=[CH:12][C:5]2[NH:6][C:7](=O)[CH2:8][CH2:9][NH:10][C:4]=2[CH:3]=1.COC1C=CC(P2(SP(C3C=CC(OC)=CC=3)(=S)S2)=[S:23])=CC=1. The catalyst is C1COCC1. The product is [Br:1][C:2]1[CH:13]=[CH:12][C:5]2[NH:6][C:7](=[S:23])[CH2:8][CH2:9][NH:10][C:4]=2[CH:3]=1. The yield is 0.750.